Dataset: Catalyst prediction with 721,799 reactions and 888 catalyst types from USPTO. Task: Predict which catalyst facilitates the given reaction. (1) Reactant: [Cl:1][C:2]1[C:3]([N:13]2[CH2:18][CH2:17][NH:16][CH2:15][CH2:14]2)=[N:4][CH:5]=[C:6]([CH:12]=1)[C:7]([O:9][CH2:10][CH3:11])=[O:8].C(N(CC)CC)C.[C:26]1([S:32]([N:35]=[C:36]=[O:37])(=[O:34])=[O:33])[CH:31]=[CH:30][CH:29]=[CH:28][CH:27]=1. Product: [Cl:1][C:2]1[C:3]([N:13]2[CH2:18][CH2:17][N:16]([C:36]([NH:35][S:32]([C:26]3[CH:27]=[CH:28][CH:29]=[CH:30][CH:31]=3)(=[O:34])=[O:33])=[O:37])[CH2:15][CH2:14]2)=[N:4][CH:5]=[C:6]([CH:12]=1)[C:7]([O:9][CH2:10][CH3:11])=[O:8]. The catalyst class is: 1. (2) Reactant: [CH3:1][O:2][C:3]1[C:4]([C:29]#[C:30][C:31]2[CH:36]=[CH:35][CH:34]=[CH:33][C:32]=2[CH2:37][C:38]([O:40][CH3:41])=[O:39])=[N:5][C:6]([NH:9][C:10]2[CH:15]=[CH:14][C:13]([CH:16]3[CH2:21][CH2:20][N:19]([C:22]([O:24][C:25]([CH3:28])([CH3:27])[CH3:26])=[O:23])[CH2:18][CH2:17]3)=[CH:12][CH:11]=2)=[N:7][CH:8]=1. Product: [CH3:1][O:2][C:3]1[C:4]([CH2:29][CH2:30][C:31]2[CH:36]=[CH:35][CH:34]=[CH:33][C:32]=2[CH2:37][C:38]([O:40][CH3:41])=[O:39])=[N:5][C:6]([NH:9][C:10]2[CH:11]=[CH:12][C:13]([CH:16]3[CH2:21][CH2:20][N:19]([C:22]([O:24][C:25]([CH3:28])([CH3:27])[CH3:26])=[O:23])[CH2:18][CH2:17]3)=[CH:14][CH:15]=2)=[N:7][CH:8]=1. The catalyst class is: 394. (3) Reactant: Cl[C:2]1[CH:8]=[CH:7][C:6]([N+:9]([O-:11])=[O:10])=[CH:5][C:3]=1[NH2:4].[OH:12][C:13]1[CH:18]=[CH:17][C:16]([SH:19])=[CH:15][CH:14]=1.C(=O)([O-])[O-].[Cs+].[Cs+].C(OCC)(=O)C. Product: [NH2:4][C:3]1[CH:5]=[C:6]([N+:9]([O-:11])=[O:10])[CH:7]=[CH:8][C:2]=1[S:19][C:16]1[CH:17]=[CH:18][C:13]([OH:12])=[CH:14][CH:15]=1. The catalyst class is: 9.